From a dataset of Forward reaction prediction with 1.9M reactions from USPTO patents (1976-2016). Predict the product of the given reaction. (1) Given the reactants [H-].[Al+3].[Li+].[H-].[H-].[H-].[CH2:7]([N:14]([CH2:27][C:28]1[CH:33]=[CH:32][CH:31]=[CH:30][CH:29]=1)[C:15]1[CH:16]=[C:17]([CH:23]=[CH:24][C:25]=1[F:26])[C:18](OCC)=[O:19])[C:8]1[CH:13]=[CH:12][CH:11]=[CH:10][CH:9]=1.O.[OH-].[Na+], predict the reaction product. The product is: [CH2:27]([N:14]([CH2:7][C:8]1[CH:13]=[CH:12][CH:11]=[CH:10][CH:9]=1)[C:15]1[CH:16]=[C:17]([CH2:18][OH:19])[CH:23]=[CH:24][C:25]=1[F:26])[C:28]1[CH:29]=[CH:30][CH:31]=[CH:32][CH:33]=1. (2) Given the reactants [Si]([O:18][C:19]1[CH:59]=[CH:58][C:22]([O:23][CH2:24][C@@H:25]([OH:57])[CH2:26][NH:27][CH2:28][CH2:29][C:30]2[CH:56]=[CH:55][C:33]([NH:34][CH:35]3[CH2:40][CH2:39][N:38]([C:41]([NH:43][CH2:44][C:45]4[CH:50]=[CH:49][CH:48]=[C:47]([O:51][CH3:52])[C:46]=4[O:53][CH3:54])=[O:42])[CH2:37][CH2:36]3)=[CH:32][CH:31]=2)=[CH:21][CH:20]=1)(C(C)(C)C)(C1C=CC=CC=1)C1C=CC=CC=1, predict the reaction product. The product is: [CH3:54][O:53][C:46]1[C:47]([O:51][CH3:52])=[CH:48][CH:49]=[CH:50][C:45]=1[CH2:44][NH:43][C:41]([N:38]1[CH2:37][CH2:36][CH:35]([NH:34][C:33]2[CH:32]=[CH:31][C:30]([CH2:29][CH2:28][NH:27][CH2:26][C@H:25]([OH:57])[CH2:24][O:23][C:22]3[CH:21]=[CH:20][C:19]([OH:18])=[CH:59][CH:58]=3)=[CH:56][CH:55]=2)[CH2:40][CH2:39]1)=[O:42]. (3) The product is: [Br:1][C:2]1[CH:3]=[N:4][N:5]2[CH:10]=[CH:9][C:8]([N:11]3[CH2:16][CH2:15][N:14]([C:17]4[N:28]=[C:34]([CH:35]([CH3:37])[CH3:36])[O:39][N:18]=4)[CH2:13][CH2:12]3)=[N:7][C:6]=12. Given the reactants [Br:1][C:2]1[CH:3]=[N:4][N:5]2[CH:10]=[CH:9][C:8]([N:11]3[CH2:16][CH2:15][N:14]([C:17]#[N:18])[CH2:13][CH2:12]3)=[N:7][C:6]=12.C(=O)([O-])[O-].[Na+].[Na+].Cl.NO.[N:28]1C=CC=CC=1.[C:34]([O:39]C(=O)C(C)C)(=O)[CH:35]([CH3:37])[CH3:36], predict the reaction product. (4) Given the reactants [CH3:1][C:2]([CH3:15])([CH3:14])[C:3]([O:5][CH2:6][N:7]1[CH:11]=[CH:10][N:9]=[C:8]1[CH:12]=O)=[O:4].[F:16][C:17]1[CH:23]=[CH:22][C:20]([NH2:21])=[CH:19][CH:18]=1.[N:24]1([C:29]([O:31][C:32]([CH3:35])([CH3:34])[CH3:33])=[O:30])[CH:28]=[CH:27][CH2:26][CH2:25]1.FC(F)(F)S([O-])(=O)=O.FC(F)(F)S([O-])(=O)=O.FC(F)(F)S([O-])(=O)=O.[Dy+3], predict the reaction product. The product is: [CH3:1][C:2]([CH3:15])([CH3:14])[C:3]([O:5][CH2:6][N:7]1[CH:11]=[CH:10][N:9]=[C:8]1[C@H:12]1[C@H:27]2[CH2:26][CH2:25][N:24]([C:29]([O:31][C:32]([CH3:35])([CH3:34])[CH3:33])=[O:30])[C@H:28]2[C:22]2[CH:23]=[C:17]([F:16])[CH:18]=[CH:19][C:20]=2[NH:21]1)=[O:4]. (5) The product is: [Br:15][CH2:2][C:1]([C:4]1[CH:9]=[CH:8][C:7]([S:10]([NH2:13])(=[O:12])=[O:11])=[C:6]([F:14])[CH:5]=1)=[O:3]. Given the reactants [C:1]([C:4]1[CH:9]=[CH:8][C:7]([S:10]([NH2:13])(=[O:12])=[O:11])=[C:6]([F:14])[CH:5]=1)(=[O:3])[CH3:2].[Br:15]Br, predict the reaction product. (6) Given the reactants [C:1]1([S:11](Cl)(=[O:13])=[O:12])[C:2]([S:7]([Cl:10])(=[O:9])=[O:8])=[CH:3][CH:4]=[CH:5][CH:6]=1.[NH2:15][C:16]1[CH:21]=[CH:20][C:19]([N:22]([CH2:30][C:31]2[CH:36]=[CH:35][CH:34]=[CH:33][N:32]=2)C(=O)OC(C)(C)C)=[CH:18][CH:17]=1.C1CCN2C(=NCCC2)CC1, predict the reaction product. The product is: [N:32]1[CH:33]=[CH:34][CH:35]=[CH:36][C:31]=1[CH2:30][NH:22][C:19]1[CH:20]=[CH:21][C:16]([N:15]2[S:11](=[O:13])(=[O:12])[C:1]3[CH:6]=[CH:5][CH:4]=[CH:3][C:2]=3[S:7]2(=[O:9])=[O:8])=[CH:17][CH:18]=1.[ClH:10].